From a dataset of NCI-60 drug combinations with 297,098 pairs across 59 cell lines. Regression. Given two drug SMILES strings and cell line genomic features, predict the synergy score measuring deviation from expected non-interaction effect. Drug 1: CC1C(C(CC(O1)OC2CC(CC3=C2C(=C4C(=C3O)C(=O)C5=C(C4=O)C(=CC=C5)OC)O)(C(=O)C)O)N)O.Cl. Drug 2: C1=CN(C=N1)CC(O)(P(=O)(O)O)P(=O)(O)O. Cell line: UO-31. Synergy scores: CSS=5.20, Synergy_ZIP=-4.52, Synergy_Bliss=-6.05, Synergy_Loewe=-7.93, Synergy_HSA=-3.29.